This data is from Forward reaction prediction with 1.9M reactions from USPTO patents (1976-2016). The task is: Predict the product of the given reaction. (1) Given the reactants [OH:1][C:2]1[CH:9]=[CH:8][C:5]([CH:6]=O)=[CH:4][C:3]=1[O:10][C:11]([F:14])([F:13])[F:12].[CH3:15][C:16]([CH3:18])=[O:17].[OH2:19], predict the reaction product. The product is: [OH:1][C:2]1[CH:9]=[CH:8][C:5](/[CH:6]=[CH:9]/[C:2](=[O:1])/[CH:3]=[CH:4]/[C:5]2[CH:8]=[CH:18][C:16]([OH:17])=[C:15]([O:19][C:11]([F:12])([F:13])[F:14])[CH:6]=2)=[CH:4][C:3]=1[O:10][C:11]([F:14])([F:13])[F:12]. (2) Given the reactants [Br:1][C:2]1[CH:7]=[CH:6][C:5]([C:8](=[O:16])[CH2:9][C:10]2[CH:15]=[CH:14][CH:13]=[CH:12][N:11]=2)=[CH:4][CH:3]=1.[BH4-].[Na+], predict the reaction product. The product is: [Br:1][C:2]1[CH:7]=[CH:6][C:5]([CH:8]([OH:16])[CH2:9][C:10]2[CH:15]=[CH:14][CH:13]=[CH:12][N:11]=2)=[CH:4][CH:3]=1. (3) Given the reactants Cl.[NH2:2][C:3]([CH2:33][OH:34])([CH2:8][CH2:9][CH2:10][C:11]1[CH:16]=[CH:15][C:14]([S:17][C:18]2[CH:23]=[CH:22][CH:21]=[C:20]([O:24][CH2:25][C:26]3[CH:31]=[CH:30][CH:29]=[CH:28][CH:27]=3)[CH:19]=2)=[CH:13][C:12]=1[Cl:32])[CH2:4][C:5](O)=[O:6].CC(OC(OC(OC(C)(C)C)=O)=O)(C)C.Cl.C(=O)([O-])[O-].[K+].[K+].CI, predict the reaction product. The product is: [ClH:32].[NH2:2][C:3]([CH2:33][OH:34])([CH2:8][CH2:9][CH2:10][C:11]1[CH:16]=[CH:15][C:14]([S:17][C:18]2[CH:23]=[CH:22][CH:21]=[C:20]([O:24][CH2:25][C:26]3[CH:27]=[CH:28][CH:29]=[CH:30][CH:31]=3)[CH:19]=2)=[CH:13][C:12]=1[Cl:32])[CH2:4][CH2:5][OH:6]. (4) Given the reactants [CH3:1][N:2]1[C:8]2[CH:9]=[CH:10][CH:11]=[CH:12][C:7]=2[NH:6][CH2:5][CH2:4][C:3]1=O.[H-].[Al+3].[Li+].[H-].[H-].[H-], predict the reaction product. The product is: [CH3:1][N:2]1[C:8]2[CH:9]=[CH:10][CH:11]=[CH:12][C:7]=2[NH:6][CH2:5][CH2:4][CH2:3]1. (5) Given the reactants [F:1][C:2]1[CH:10]=[C:9]2[C:5]([C:6]([I:21])=[CH:7][N:8]2[S:11]([C:14]2[CH:20]=[CH:19][C:17]([CH3:18])=[CH:16][CH:15]=2)(=[O:13])=[O:12])=[CH:4][C:3]=1[C:22]([NH:24][NH2:25])=[O:23].C1COCC1.[N:31]([CH:34]([CH3:36])[CH3:35])=[C:32]=S.CCN=C=NCCCN(C)C.Cl, predict the reaction product. The product is: [F:1][C:2]1[CH:10]=[C:9]2[C:5]([C:6]([I:21])=[CH:7][N:8]2[S:11]([C:14]2[CH:15]=[CH:16][C:17]([CH3:18])=[CH:19][CH:20]=2)(=[O:12])=[O:13])=[CH:4][C:3]=1[C:22]1[O:23][C:32]([NH:31][CH:34]([CH3:36])[CH3:35])=[N:25][N:24]=1. (6) Given the reactants [Cl-].[NH4+].[CH:3]1([C:6]2[NH:10][N:9]=[C:8]([NH:11][C:12]3[C:13]([F:33])=[C:14]([NH:22][C@H:23]([C:26]4[CH:31]=[CH:30][C:29]([F:32])=[CH:28][CH:27]=4)[CH2:24][OH:25])[C:15]([F:21])=[CH:16][C:17]=3[N+:18]([O-])=O)[CH:7]=2)[CH2:5][CH2:4]1.C([O-])(=O)C.[NH4+], predict the reaction product. The product is: [NH2:18][C:17]1[CH:16]=[C:15]([F:21])[C:14]([NH:22][C@H:23]([C:26]2[CH:31]=[CH:30][C:29]([F:32])=[CH:28][CH:27]=2)[CH2:24][OH:25])=[C:13]([F:33])[C:12]=1[NH:11][C:8]1[CH:7]=[C:6]([CH:3]2[CH2:5][CH2:4]2)[NH:10][N:9]=1. (7) The product is: [Cl:37][C:31]1[CH:32]=[C:33]([CH:34]=[C:29]([O:28][C:3]2[C:4]3[N:8]=[N:7][N:6]([CH2:9][C:10]4[C:18]5[C:13](=[N:14][CH:15]=[CH:16][CH:17]=5)[NH:12][N:11]=4)[C:5]=3[CH:26]=[CH:27][C:2]=2[Cl:1])[CH:30]=1)[C:35]#[N:36]. Given the reactants [Cl:1][C:2]1[CH:27]=[CH:26][C:5]2[N:6]([CH2:9][C:10]3[C:18]4[C:13](=[N:14][CH:15]=[CH:16][CH:17]=4)[N:12](C(OC(C)(C)C)=O)[N:11]=3)[N:7]=[N:8][C:4]=2[C:3]=1[O:28][C:29]1[CH:34]=[C:33]([C:35]#[N:36])[CH:32]=[C:31]([Cl:37])[CH:30]=1, predict the reaction product. (8) The product is: [NH2:1][C:2]1[C:7]([C:8]([C:10]2[C:15]([O:16][CH3:17])=[CH:14][CH:13]=[C:12]([F:18])[C:11]=2[F:19])=[O:9])=[CH:6][N:5]=[C:4]([NH:20][CH:21]2[CH2:26][CH2:25][N:24]([S:27]([CH2:30][CH2:31][CH2:32][NH:34][C@@H:35]([CH2:36][OH:37])[CH2:38][CH3:39])(=[O:29])=[O:28])[CH2:23][CH2:22]2)[N:3]=1. Given the reactants [NH2:1][C:2]1[C:7]([C:8]([C:10]2[C:15]([O:16][CH3:17])=[CH:14][CH:13]=[C:12]([F:18])[C:11]=2[F:19])=[O:9])=[CH:6][N:5]=[C:4]([NH:20][CH:21]2[CH2:26][CH2:25][N:24]([S:27]([CH2:30][CH2:31][CH2:32]Cl)(=[O:29])=[O:28])[CH2:23][CH2:22]2)[N:3]=1.[NH2:34][C@H:35]([CH2:38][CH3:39])[CH2:36][OH:37], predict the reaction product. (9) Given the reactants [Br:1][C:2]1[CH:7]=[CH:6][C:5]([S:8](Cl)(=[O:10])=[O:9])=[C:4]([F:12])[CH:3]=1.[CH2:13]([NH:15][CH2:16][CH3:17])[CH3:14], predict the reaction product. The product is: [Br:1][C:2]1[CH:7]=[CH:6][C:5]([S:8]([N:15]([CH2:16][CH3:17])[CH2:13][CH3:14])(=[O:10])=[O:9])=[C:4]([F:12])[CH:3]=1. (10) Given the reactants C[P:2](=[O:17])([O:13][CH:14](C)C)[O:3]C1C=CC([N+]([O-])=O)=CC=1.CP(=O)(OC1C=CC([N+]([O-])=O)=CC=1)[O:20][CH:21]([CH3:24])[CH2:22]F.CP(=O)(OC1C=CC([N+]([O-])=O)=CC=1)OC(C)CCl.CP(=O)(OC1C=CC([N+]([O-])=O)=CC=1)OC(C)CBr.CP(=O)(OC1C=CC([N+]([O-])=O)=CC=1)OC(C)CI.CP(OC1C=CC([N+]([O-])=O)=CC=1C(C)COS(C1C=CC(C)=CC=1)(=O)=O)(=O)[O-], predict the reaction product. The product is: [PH:2](=[O:17])([O:3][O:20][CH:21]([CH3:24])[CH3:22])[O:13][CH3:14].